Task: Predict which catalyst facilitates the given reaction.. Dataset: Catalyst prediction with 721,799 reactions and 888 catalyst types from USPTO Reactant: C([O:8][C:9]1[C:14]([CH2:15][N:16]2[CH2:25][CH2:24][C:23]3[C:18](=[C:19]([Cl:34])[C:20]([C:27]4[C:28]([CH3:33])=[N:29][O:30][C:31]=4[CH3:32])=[CH:21][C:22]=3[Cl:26])[C:17]2=[O:35])=[C:13]([CH3:36])[CH:12]=[C:11]([CH3:37])[N:10]=1)C1C=CC=CC=1. Product: [Cl:26][C:22]1[CH:21]=[C:20]([C:27]2[C:28]([CH3:33])=[N:29][O:30][C:31]=2[CH3:32])[C:19]([Cl:34])=[C:18]2[C:23]=1[CH2:24][CH2:25][N:16]([CH2:15][C:14]1[C:9](=[O:8])[NH:10][C:11]([CH3:37])=[CH:12][C:13]=1[CH3:36])[C:17]2=[O:35]. The catalyst class is: 55.